From a dataset of NCI-60 drug combinations with 297,098 pairs across 59 cell lines. Regression. Given two drug SMILES strings and cell line genomic features, predict the synergy score measuring deviation from expected non-interaction effect. (1) Synergy scores: CSS=34.1, Synergy_ZIP=-1.35, Synergy_Bliss=-2.15, Synergy_Loewe=-5.37, Synergy_HSA=-0.571. Cell line: A549. Drug 1: CC(CN1CC(=O)NC(=O)C1)N2CC(=O)NC(=O)C2. Drug 2: CC1=CC=C(C=C1)C2=CC(=NN2C3=CC=C(C=C3)S(=O)(=O)N)C(F)(F)F. (2) Drug 1: C(=O)(N)NO. Drug 2: C1=NNC2=C1C(=O)NC=N2. Cell line: HOP-92. Synergy scores: CSS=-1.42, Synergy_ZIP=2.24, Synergy_Bliss=2.75, Synergy_Loewe=-1.33, Synergy_HSA=-1.65. (3) Drug 1: CNC(=O)C1=CC=CC=C1SC2=CC3=C(C=C2)C(=NN3)C=CC4=CC=CC=N4. Drug 2: CC1C(C(=O)NC(C(=O)N2CCCC2C(=O)N(CC(=O)N(C(C(=O)O1)C(C)C)C)C)C(C)C)NC(=O)C3=C4C(=C(C=C3)C)OC5=C(C(=O)C(=C(C5=N4)C(=O)NC6C(OC(=O)C(N(C(=O)CN(C(=O)C7CCCN7C(=O)C(NC6=O)C(C)C)C)C)C(C)C)C)N)C. Cell line: A498. Synergy scores: CSS=18.4, Synergy_ZIP=5.85, Synergy_Bliss=10.2, Synergy_Loewe=8.99, Synergy_HSA=9.16. (4) Drug 1: C1CC(=O)NC(=O)C1N2CC3=C(C2=O)C=CC=C3N. Drug 2: C#CCC(CC1=CN=C2C(=N1)C(=NC(=N2)N)N)C3=CC=C(C=C3)C(=O)NC(CCC(=O)O)C(=O)O. Cell line: HOP-62. Synergy scores: CSS=15.2, Synergy_ZIP=4.07, Synergy_Bliss=5.58, Synergy_Loewe=6.92, Synergy_HSA=7.07.